From a dataset of Full USPTO retrosynthesis dataset with 1.9M reactions from patents (1976-2016). Predict the reactants needed to synthesize the given product. (1) Given the product [NH2:27][C@@H:9]([CH2:8][C:5]1[CH:4]=[CH:3][C:2]([F:1])=[CH:7][CH:6]=1)[C:10]([NH:12][C:13]1[N:17]([CH3:18])[N:16]=[C:15]([C:19]2[CH:24]=[CH:23][N:22]=[C:21]([NH:25][CH3:26])[N:20]=2)[CH:14]=1)=[O:11], predict the reactants needed to synthesize it. The reactants are: [F:1][C:2]1[CH:7]=[CH:6][C:5]([CH2:8][C@H:9]([NH:27]C(=O)OC(C)(C)C)[C:10]([NH:12][C:13]2[N:17]([CH3:18])[N:16]=[C:15]([C:19]3[CH:24]=[CH:23][N:22]=[C:21]([NH:25][CH3:26])[N:20]=3)[CH:14]=2)=[O:11])=[CH:4][CH:3]=1.Cl. (2) Given the product [C:12]([O:11][C:10]([NH:9][C@:5]1([CH3:8])[CH2:6][CH2:7][C@H:3]([CH2:2][O:1][S:27]([CH3:26])(=[O:29])=[O:28])[C:4]1([CH3:18])[CH3:17])=[O:16])([CH3:15])([CH3:14])[CH3:13], predict the reactants needed to synthesize it. The reactants are: [OH:1][CH2:2][C@H:3]1[CH2:7][CH2:6][C@:5]([NH:9][C:10](=[O:16])[O:11][C:12]([CH3:15])([CH3:14])[CH3:13])([CH3:8])[C:4]1([CH3:18])[CH3:17].C(N(CC)CC)C.[CH3:26][S:27](Cl)(=[O:29])=[O:28]. (3) Given the product [CH2:32]([NH:39][C:4]([C:6]1[CH:10]=[C:9]([C:11]2[C:19]3[C:14](=[N:15][CH:16]=[CH:17][CH:18]=3)[NH:13][N:12]=2)[NH:8][CH:7]=1)=[O:5])[C:33]1[CH:38]=[CH:37][CH:36]=[CH:35][CH:34]=1, predict the reactants needed to synthesize it. The reactants are: C(O[C:4]([C:6]1[CH:10]=[C:9]([C:11]2[C:19]3[C:14](=[N:15][CH:16]=[CH:17][CH:18]=3)[NH:13][N:12]=2)[NH:8][CH:7]=1)=[O:5])C.Cl.CN(C)CCCN=C=NCC.[CH2:32]([NH2:39])[C:33]1[CH:38]=[CH:37][CH:36]=[CH:35][CH:34]=1.C(N(CC)CC)C.